This data is from Forward reaction prediction with 1.9M reactions from USPTO patents (1976-2016). The task is: Predict the product of the given reaction. (1) Given the reactants [ClH:1].[Cl:2][C:3]1[C:4]([N:9]2[C:13]([C:14]([OH:16])=[O:15])=[CH:12][C:11]([CH2:17]O)=[N:10]2)=[N:5][CH:6]=[CH:7][CH:8]=1.O=S(Cl)Cl.[CH3:23]O, predict the reaction product. The product is: [Cl:1][CH2:17][C:11]1[CH:12]=[C:13]([C:14]([O:16][CH3:23])=[O:15])[N:9]([C:4]2[C:3]([Cl:2])=[CH:8][CH:7]=[CH:6][N:5]=2)[N:10]=1. (2) Given the reactants [Cl:1][C:2]1[CH:27]=[CH:26][C:5]([O:6][C:7]2[C:16]([C:17]3[C:18]([O:23][CH3:24])=[N:19][CH:20]=[CH:21][CH:22]=3)=[CH:15][C:10]([C:11]([O:13]C)=[O:12])=[C:9]([F:25])[CH:8]=2)=[CH:4][CH:3]=1.[OH-].[Li+], predict the reaction product. The product is: [Cl:1][C:2]1[CH:27]=[CH:26][C:5]([O:6][C:7]2[C:16]([C:17]3[C:18]([O:23][CH3:24])=[N:19][CH:20]=[CH:21][CH:22]=3)=[CH:15][C:10]([C:11]([OH:13])=[O:12])=[C:9]([F:25])[CH:8]=2)=[CH:4][CH:3]=1. (3) Given the reactants [CH2:1]([OH:12])[CH2:2][C:3]1[CH:11]=[CH:10][C:8]([OH:9])=[C:5]([O:6][CH3:7])[CH:4]=1.[CH2:13](Br)[C:14]1[CH:19]=[CH:18][CH:17]=[CH:16][CH:15]=1.[OH-].[Na+], predict the reaction product. The product is: [CH2:13]([O:9][C:8]1[CH:10]=[CH:11][C:3]([CH2:2][CH2:1][OH:12])=[CH:4][C:5]=1[O:6][CH3:7])[C:14]1[CH:19]=[CH:18][CH:17]=[CH:16][CH:15]=1. (4) Given the reactants [ClH:1].[N:2]1[CH:7]=[CH:6][CH:5]=[CH:4][C:3]=1[CH2:8][O:9][C:10]1[CH:15]=[CH:14][C:13]([NH2:16])=[CH:12][CH:11]=1.[N:17]([O-])=O.[Na+].S(S([O-])=O)([O-])=O.[Na+].[Na+].[OH-].[K+], predict the reaction product. The product is: [ClH:1].[ClH:1].[N:2]1[CH:7]=[CH:6][CH:5]=[CH:4][C:3]=1[CH2:8][O:9][C:10]1[CH:15]=[CH:14][C:13]([NH:16][NH2:17])=[CH:12][CH:11]=1. (5) Given the reactants C([Li])CCC.[Br:6][C:7]1[CH:12]=[CH:11][C:10]([F:13])=[C:9](I)[CH:8]=1.B(F)(F)F.CCOCC.[N:24]1[O:25][CH2:26][CH:27]2[CH2:31][N:30]([C:32]([O:34][CH2:35][C:36]3[CH:41]=[CH:40][CH:39]=[CH:38][CH:37]=3)=[O:33])[CH2:29][C:28]=12, predict the reaction product. The product is: [Br:6][C:7]1[CH:12]=[CH:11][C:10]([F:13])=[C:9]([C:28]23[CH2:29][N:30]([C:32]([O:34][CH2:35][C:36]4[CH:41]=[CH:40][CH:39]=[CH:38][CH:37]=4)=[O:33])[CH2:31][CH:27]2[CH2:26][O:25][NH:24]3)[CH:8]=1. (6) The product is: [CH3:28][O:30][C:15]1[CH:14]=[C:13]([C:12]2[N:19]=[CH:27][NH:26][C:5]=2[C:4]2[CH:7]=[CH:8][C:9]([O:10][CH3:11])=[C:2]([OH:1])[CH:3]=2)[CH:18]=[C:17]([O:23][CH3:20])[CH:16]=1. Given the reactants [OH:1][C:2]1[CH:3]=[C:4]([CH:7]=[CH:8][C:9]=1[O:10][CH3:11])[CH:5]=O.[CH2:12]([NH2:19])[C:13]1[CH:18]=[CH:17][CH:16]=[CH:15][CH:14]=1.[C:20](=[O:23])([O-])[O-].[K+].[K+].[N:26]#[C-:27].[CH:28]([O-:30])=O.[NH4+], predict the reaction product. (7) Given the reactants [CH:1]1([CH2:4][O:5][C:6]2[CH:14]=[CH:13][C:9]3[O:10][CH2:11][O:12][C:8]=3[C:7]=2[C:15]2[C:16]3[NH:23][C:22]([CH3:24])=[C:21]([C:25](O)=[O:26])[C:17]=3[N:18]=[CH:19][N:20]=2)[CH2:3][CH2:2]1.CN(C(ON1N=NC2C=CC=NC1=2)=[N+](C)C)C.F[P-](F)(F)(F)(F)F.CCN(C(C)C)C(C)C.Cl.[NH2:62][C@@H:63]([C:71]([N:73]1[CH2:78][CH2:77][CH:76]([N:79]2[C:84](=[O:85])[C:83]([CH3:87])([CH3:86])[CH2:82][C:81]([C:88]3[CH:93]=[CH:92][C:91]([O:94][CH3:95])=[C:90]([O:96][CH3:97])[CH:89]=3)=[N:80]2)[CH2:75][CH2:74]1)=[O:72])[CH2:64][CH2:65][C:66]([N:68]([CH3:70])[CH3:69])=[O:67], predict the reaction product. The product is: [CH:1]1([CH2:4][O:5][C:6]2[CH:14]=[CH:13][C:9]3[O:10][CH2:11][O:12][C:8]=3[C:7]=2[C:15]2[C:16]3[NH:23][C:22]([CH3:24])=[C:21]([C:25]([NH:62][C@H:63]([CH2:64][CH2:65][C:66]([N:68]([CH3:70])[CH3:69])=[O:67])[C:71]([N:73]4[CH2:78][CH2:77][CH:76]([N:79]5[C:84](=[O:85])[C:83]([CH3:87])([CH3:86])[CH2:82][C:81]([C:88]6[CH:93]=[CH:92][C:91]([O:94][CH3:95])=[C:90]([O:96][CH3:97])[CH:89]=6)=[N:80]5)[CH2:75][CH2:74]4)=[O:72])=[O:26])[C:17]=3[N:18]=[CH:19][N:20]=2)[CH2:2][CH2:3]1.